Predict the reaction yield, written as a fraction of the theoretical maximum amount of product (1.0 means a 100% yield; for example, 0.34 means a 34% yield). From a dataset of Reaction yield outcomes from USPTO patents with 853,638 reactions. (1) The reactants are [Cl:1][C:2]1[N:3]=[CH:4][C:5]([C:8]([OH:10])=[O:9])=[N:6][CH:7]=1.[O:11]1[CH2:16][CH2:15][CH2:14][CH2:13][CH:12]1[O:17][CH2:18][CH2:19]O.C(N(CC)CC)C.O=C1N(P(Cl)(N2CCOC2=O)=O)CCO1. The catalyst is C(Cl)Cl. The product is [O:11]1[CH2:16][CH2:15][CH2:14][CH2:13][CH:12]1[O:17][CH2:18][CH2:19][O:9][C:8]([C:5]1[CH:4]=[N:3][C:2]([Cl:1])=[CH:7][N:6]=1)=[O:10]. The yield is 0.600. (2) The reactants are [Cl:1][C:2]1[CH:7]=[CH:6][C:5]([C:8]2[S:17][C:11]3[C:12](=[O:16])[NH:13][CH:14]=[CH:15][C:10]=3[CH:9]=2)=[CH:4][CH:3]=1.Br[C:19]1[CH:24]=[CH:23][C:22]([C:25]([CH:27]2[CH2:31][CH2:30][N:29]([CH3:32])[CH2:28]2)=[O:26])=[CH:21][CH:20]=1.C([O-])([O-])=O.[Cs+].[Cs+].CNCCNC.Cl.CCOCC. The catalyst is C(Cl)Cl.[Cu]I.O1CCOCC1. The product is [ClH:1].[Cl:1][C:2]1[CH:3]=[CH:4][C:5]([C:8]2[S:17][C:11]3[C:12](=[O:16])[N:13]([C:19]4[CH:24]=[CH:23][C:22]([C:25]([CH:27]5[CH2:31][CH2:30][N:29]([CH3:32])[CH2:28]5)=[O:26])=[CH:21][CH:20]=4)[CH:14]=[CH:15][C:10]=3[CH:9]=2)=[CH:6][CH:7]=1. The yield is 0.770. (3) The reactants are [O:1]=[C:2]1[CH:18](C(OC)=O)[C:17](=[O:23])[C:5]2([CH2:9][N:8]([C:10]([O:12][C:13]([CH3:16])([CH3:15])[CH3:14])=[O:11])[CH2:7][CH2:6]2)[CH2:4][NH:3]1. The catalyst is C(#N)C.O. The product is [O:1]=[C:2]1[CH2:18][C:17](=[O:23])[C:5]2([CH2:9][N:8]([C:10]([O:12][C:13]([CH3:15])([CH3:16])[CH3:14])=[O:11])[CH2:7][CH2:6]2)[CH2:4][NH:3]1. The yield is 0.660. (4) The reactants are [C:1]([O:4][C@@H:5]1[CH2:9][N:8]([C:10]([O:12][C:13]([CH3:16])([CH3:15])[CH3:14])=[O:11])[C@H:7]([CH2:17][OH:18])[CH2:6]1)(=[O:3])[CH3:2].[CH3:19][O:20][C:21](=[O:29])[C:22]1[CH:27]=[CH:26][C:25](O)=[CH:24][CH:23]=1.C1C=CC(P(C2C=CC=CC=2)C2C=CC=CC=2)=CC=1.CC(OC(/N=N/C(OC(C)C)=O)=O)C. The catalyst is C1COCC1. The product is [C:1]([O:4][C@@H:5]1[CH2:9][N:8]([C:10]([O:12][C:13]([CH3:14])([CH3:16])[CH3:15])=[O:11])[C@H:7]([CH2:17][O:18][C:25]2[CH:26]=[CH:27][C:22]([C:21]([O:20][CH3:19])=[O:29])=[CH:23][CH:24]=2)[CH2:6]1)(=[O:3])[CH3:2]. The yield is 0.810. (5) The reactants are [Br:1][C:2]1[CH:3]=[CH:4][C:5]2[C:11]3[S:12][C:13]([C:15]([OH:17])=O)=[CH:14][C:10]=3[CH2:9][CH2:8][O:7][C:6]=2[CH:18]=1.CCN=C=NCCCN(C)C.[C:30]([NH:37][C:38](=[NH:41])[S:39][CH3:40])([O:32][C:33]([CH3:36])([CH3:35])[CH3:34])=[O:31]. The catalyst is C(Cl)Cl.CN(C1C=CN=CC=1)C. The product is [Br:1][C:2]1[CH:3]=[CH:4][C:5]2[C:11]3[S:12][C:13]([C:15]([N:41]=[C:38]([S:39][CH3:40])[NH:37][C:30]([O:32][C:33]([CH3:34])([CH3:35])[CH3:36])=[O:31])=[O:17])=[CH:14][C:10]=3[CH2:9][CH2:8][O:7][C:6]=2[CH:18]=1. The yield is 0.670. (6) The reactants are [C:1]1([CH:7]([C:68]2[CH:73]=[CH:72][CH:71]=[CH:70][CH:69]=2)[C@@H:8]([NH:49][C:50](=[O:67])[C@H:51]([CH2:63][CH:64]([CH3:66])[CH3:65])[NH:52][C:53]([O:55][CH2:56][C:57]2[CH:62]=[CH:61][CH:60]=[CH:59][CH:58]=2)=[O:54])[CH:9]=[CH:10][S:11]([CH:14]=[CH:15][C@H:16]([NH:30][C:31](=[O:48])[C@H:32]([CH2:44][CH:45]([CH3:47])[CH3:46])[NH:33][C:34]([O:36][CH2:37][C:38]2[CH:43]=[CH:42][CH:41]=[CH:40][CH:39]=2)=[O:35])[CH:17]([C:24]2[CH:29]=[CH:28][CH:27]=[CH:26][CH:25]=2)[C:18]2[CH:23]=[CH:22][CH:21]=[CH:20][CH:19]=2)(=[O:13])=[O:12])[CH:6]=[CH:5][CH:4]=[CH:3][CH:2]=1.C([Li])CCC.C(OO)(C)(C)C.C1(C(C2C=CC=CC=2)[C@H](NC(=O)[C@H](CC(C)C)NC(OCC2C=CC=CC=2)=O)C=CS(C=C[C@@H](NC(=O)[C@H](CC(C)C)NC(OCC2C=CC=CC=2)=O)C(C2C=CC=CC=2)C2C=CC=CC=2)(=O)=O)C=CC=CC=1. The catalyst is C1COCC1. The product is [C:18]1([CH:17]([C:24]2[CH:25]=[CH:26][CH:27]=[CH:28][CH:29]=2)[C:16]([NH:30][C:31](=[O:48])[C@H:32]([CH2:44][CH:45]([CH3:46])[CH3:47])[NH:33][C:34]([O:36][CH2:37][C:38]2[CH:43]=[CH:42][CH:41]=[CH:40][CH:39]=2)=[O:35])=[CH:15][CH2:14][S:11]([CH2:10][CH:9]=[C:8]([NH:49][C:50](=[O:67])[C@H:51]([CH2:63][CH:64]([CH3:66])[CH3:65])[NH:52][C:53]([O:55][CH2:56][C:57]2[CH:58]=[CH:59][CH:60]=[CH:61][CH:62]=2)=[O:54])[CH:7]([C:1]2[CH:6]=[CH:5][CH:4]=[CH:3][CH:2]=2)[C:68]2[CH:69]=[CH:70][CH:71]=[CH:72][CH:73]=2)(=[O:12])=[O:13])[CH:23]=[CH:22][CH:21]=[CH:20][CH:19]=1. The yield is 0.150. (7) The reactants are [CH2:1]1[CH:5]2[CH2:6][NH:7][CH2:8][CH:4]2[CH2:3][N:2]1[C:9]1[N:14]=[C:13]([C:15]([F:18])([F:17])[F:16])[N:12]=[C:11]([N:19]([CH3:21])[CH3:20])[CH:10]=1.[F:22][C:23]1[CH:31]=[C:30]([N:32]2[N:36]=[CH:35][CH:34]=[N:33]2)[C:26]([C:27](O)=[O:28])=[CH:25][CH:24]=1.CN(C(ON1N=NC2C=CC=NC1=2)=[N+](C)C)C.F[P-](F)(F)(F)(F)F.CCN(C(C)C)C(C)C. The catalyst is CN(C=O)C.C(OCC)(=O)C. The product is [F:22][C:23]1[CH:24]=[CH:25][C:26]([C:27]([N:7]2[CH2:6][CH:5]3[CH2:1][N:2]([C:9]4[N:14]=[C:13]([C:15]([F:18])([F:17])[F:16])[N:12]=[C:11]([N:19]([CH3:21])[CH3:20])[CH:10]=4)[CH2:3][CH:4]3[CH2:8]2)=[O:28])=[C:30]([N:32]2[N:36]=[CH:35][CH:34]=[N:33]2)[CH:31]=1. The yield is 0.516. (8) The reactants are [NH2:1][CH2:2][CH2:3][CH2:4][CH2:5][OH:6].[CH3:7][C:8]([O:11][C:12](O[C:12]([O:11][C:8]([CH3:10])([CH3:9])[CH3:7])=[O:13])=[O:13])([CH3:10])[CH3:9]. The catalyst is C(Cl)Cl.O. The product is [OH:6][CH2:5][CH2:4][CH2:3][CH2:2][NH:1][C:12](=[O:13])[O:11][C:8]([CH3:10])([CH3:9])[CH3:7]. The yield is 0.566.